Dataset: Forward reaction prediction with 1.9M reactions from USPTO patents (1976-2016). Task: Predict the product of the given reaction. (1) Given the reactants [C:1]([O:5][C:6](=[O:33])/[CH:7]=[CH:8]/[C:9]1[C:14](=[O:15])[N:13]2[CH:16]=[CH:17][C:18]([C:20]([NH:22][C:23]3[S:24][CH:25]=[C:26]([C:28]([CH3:31])([CH3:30])[CH3:29])[N:27]=3)=[O:21])=[CH:19][C:12]2=[N:11][C:10]=1O)([CH3:4])([CH3:3])[CH3:2].C1(P(Cl)(C2C=CC=CC=2)=O)C=CC=CC=1.C(N(C(C)C)CC)(C)C.Cl.[OH:59][CH2:60][CH2:61][NH:62][C:63](=[O:71])[CH2:64][CH:65]1[CH2:70][CH2:69][CH2:68][NH:67][CH2:66]1, predict the reaction product. The product is: [C:1]([O:5][C:6](=[O:33])/[CH:7]=[CH:8]/[C:9]1[C:14](=[O:15])[N:13]2[CH:16]=[CH:17][C:18]([C:20]([NH:22][C:23]3[S:24][CH:25]=[C:26]([C:28]([CH3:31])([CH3:30])[CH3:29])[N:27]=3)=[O:21])=[CH:19][C:12]2=[N:11][C:10]=1[N:67]1[CH2:68][CH2:69][CH2:70][CH:65]([CH2:64][C:63]([NH:62][CH2:61][CH2:60][OH:59])=[O:71])[CH2:66]1)([CH3:4])([CH3:3])[CH3:2]. (2) Given the reactants [O:1]([CH2:8][C:9]1[CH:14]=[CH:13][C:12]([CH2:15][CH2:16][C:17]([NH2:19])=O)=[C:11]([C:20](=[O:34])[NH:21][CH:22]([C:27]2[CH:32]=[CH:31][C:30]([F:33])=[CH:29][CH:28]=2)[CH2:23][CH:24]([CH3:26])[CH3:25])[CH:10]=1)[C:2]1[CH:7]=[CH:6][CH:5]=[CH:4][CH:3]=1.N1C=CC=CC=1.FC(F)(F)S(OS(C(F)(F)F)(=O)=O)(=O)=O.O, predict the reaction product. The product is: [CH3:25][CH:24]([CH3:26])[CH2:23][CH:22]([NH:21][C:20](=[O:34])[C:11]1[CH:10]=[C:9]([CH2:8][O:1][C:2]2[CH:3]=[CH:4][CH:5]=[CH:6][CH:7]=2)[CH:14]=[CH:13][C:12]=1[CH2:15][CH2:16][C:17]#[N:19])[C:27]1[CH:28]=[CH:29][C:30]([F:33])=[CH:31][CH:32]=1. (3) Given the reactants N(C(N1CCCCC1)=O)=NC(N1CCCCC1)=O.C(P(CCCC)CCCC)CCC.[CH2:32]([O:39][C:40]1[CH:41]=[C:42]([CH:46]([CH:48]2[CH2:50][CH2:49]2)O)[CH:43]=[N:44][CH:45]=1)[C:33]1[CH:38]=[CH:37][CH:36]=[CH:35][CH:34]=1.[OH:51][C:52]1[CH:53]=[N:54][CH:55]=[CH:56][CH:57]=1.N1(C2OC(N3CCCCC3)=NN=2)CCCCC1, predict the reaction product. The product is: [CH2:32]([O:39][C:40]1[CH:45]=[N:44][CH:43]=[C:42]([C@H:46]2[CH2:48][C@@H:50]2[CH2:49][O:51][C:52]2[CH:53]=[N:54][CH:55]=[CH:56][CH:57]=2)[CH:41]=1)[C:33]1[CH:34]=[CH:35][CH:36]=[CH:37][CH:38]=1. (4) Given the reactants Cl[CH:2]1[CH:10]2[CH2:11][CH:4]([CH:5]3[CH:9]2[CH2:8][CH:7]=[CH:6]3)[CH:3]1[N+:12]([O-])=[N+:12]([O-])[CH:3]1[CH:2](Cl)[CH:10]2[CH2:11][CH:4]1[CH:5]1[CH:9]2[CH2:8][CH:7]=[CH:6]1, predict the reaction product. The product is: [CH2:8]1[CH:9]2[CH:5]([CH:4]3[CH2:11][CH:10]2[CH2:2][CH:3]3[NH2:12])[CH2:6][CH2:7]1. (5) Given the reactants [F:1][C:2]1[C:7]([F:8])=[CH:6][CH:5]=[CH:4][C:3]=1[OH:9].Cl[C:11]1[N:12]=[C:13]([OH:21])[C:14]2[CH:20]=[CH:19][N:18]=[CH:17][C:15]=2[N:16]=1, predict the reaction product. The product is: [F:1][C:2]1[C:7]([F:8])=[CH:6][CH:5]=[CH:4][C:3]=1[O:9][C:11]1[N:12]=[C:13]([OH:21])[C:14]2[CH:20]=[CH:19][N:18]=[CH:17][C:15]=2[N:16]=1. (6) Given the reactants C(OC(=O)[NH:7][CH2:8][CH2:9][CH2:10][N:11]([CH2:16][C:17]1[CH:22]=[CH:21][CH:20]=[C:19]([C:23]2[CH:28]=[CH:27][N:26]=[C:25](Cl)[N:24]=2)[CH:18]=1)[S:12]([CH3:15])(=[O:14])=[O:13])(C)(C)C.[Cl:31][C:32]1[CH:33]=[C:34]([CH2:38][CH2:39][NH2:40])[CH:35]=[CH:36][CH:37]=1, predict the reaction product. The product is: [NH2:7][CH2:8][CH2:9][CH2:10][N:11]([CH2:16][C:17]1[CH:22]=[CH:21][CH:20]=[C:19]([C:23]2[CH:28]=[CH:27][N:26]=[C:25]([NH:40][CH2:39][CH2:38][C:34]3[CH:35]=[CH:36][CH:37]=[C:32]([Cl:31])[CH:33]=3)[N:24]=2)[CH:18]=1)[S:12]([CH3:15])(=[O:13])=[O:14]. (7) Given the reactants [N+](C1C=CC=CC=1C1CCNC1)([O-])=O.BrC1C=C(OC)C=CC=1.[CH3:24][O:25][C:26]1[CH:27]=[C:28]([N:32]2[CH2:36][CH2:35][CH:34]([C:37]3[CH:42]=[CH:41][CH:40]=[CH:39][C:38]=3[N+:43]([O-])=O)[CH2:33]2)[CH:29]=[CH:30][CH:31]=1, predict the reaction product. The product is: [CH3:24][O:25][C:26]1[CH:27]=[C:28]([N:32]2[CH2:36][CH2:35][CH:34]([C:37]3[CH:42]=[CH:41][CH:40]=[CH:39][C:38]=3[NH2:43])[CH2:33]2)[CH:29]=[CH:30][CH:31]=1.